This data is from Peptide-MHC class I binding affinity with 185,985 pairs from IEDB/IMGT. The task is: Regression. Given a peptide amino acid sequence and an MHC pseudo amino acid sequence, predict their binding affinity value. This is MHC class I binding data. The peptide sequence is HQFTSNPEV. The binding affinity (normalized) is 0.0847. The MHC is HLA-B46:01 with pseudo-sequence HLA-B46:01.